This data is from Retrosynthesis with 50K atom-mapped reactions and 10 reaction types from USPTO. The task is: Predict the reactants needed to synthesize the given product. (1) Given the product CC(C)c1nn(-c2ccc(Cl)cn2)cc1CCCO, predict the reactants needed to synthesize it. The reactants are: CCOC(=O)CCc1cn(-c2ccc(Cl)cn2)nc1C(C)C. (2) Given the product O=C(/C=C/c1ccccc1SC1CCCCC1)NC1CCCCC1O, predict the reactants needed to synthesize it. The reactants are: CCOP(=O)(CC(=O)NC1CCCCC1O)OCC.O=Cc1ccccc1SC1CCCCC1.